Dataset: Reaction yield outcomes from USPTO patents with 853,638 reactions. Task: Predict the reaction yield, written as a fraction of the theoretical maximum amount of product (1.0 means a 100% yield; for example, 0.34 means a 34% yield). (1) The reactants are [CH3:1][O:2][C:3]([C:5]1[CH:6]2[N:12]([C:13]([O:15][C:16]([CH3:19])([CH3:18])[CH3:17])=[O:14])[CH:9]([C:10]=1Br)[CH:8]=[CH:7]2)=[O:4].C(NCC)C.Cl.[OH2:26]. The catalyst is C(#N)C.CCOC(C)=O. The product is [CH3:1][O:2][C:3]([CH:5]1[C:10](=[O:26])[CH:9]2[N:12]([C:13]([O:15][C:16]([CH3:19])([CH3:18])[CH3:17])=[O:14])[CH:6]1[CH:7]=[CH:8]2)=[O:4]. The yield is 0.550. (2) The reactants are Br[CH:2]([CH2:23][CH2:24][CH2:25][CH2:26][CH2:27][CH3:28])[C:3]([O:5][C@H:6]([CH2:12][CH2:13][CH2:14][CH2:15][CH2:16][CH2:17][CH2:18][CH2:19][CH2:20][CH2:21][CH3:22])[CH2:7][C:8]([O:10]C)=O)=[O:4].C([Mg]Cl)(C)(C)C. The catalyst is O1CCCC1. The product is [CH2:23]([C:2]1[C:3](=[O:4])[O:5][C@H:6]([CH2:12][CH2:13][CH2:14][CH2:15][CH2:16][CH2:17][CH2:18][CH2:19][CH2:20][CH2:21][CH3:22])[CH2:7][C:8]=1[OH:10])[CH2:24][CH2:25][CH2:26][CH2:27][CH3:28]. The yield is 0.970.